This data is from Full USPTO retrosynthesis dataset with 1.9M reactions from patents (1976-2016). The task is: Predict the reactants needed to synthesize the given product. (1) Given the product [F:41][C:2]([F:1])([F:40])[C:3]1[CH:4]=[C:5]([NH:17][C:18]([N:20]2[CH2:26][CH2:25][CH2:24][CH2:23][C:22]3[CH:27]=[C:28]([O:31][C:32]4[CH:37]=[CH:36][N:35]=[C:34]([NH2:39])[N:33]=4)[CH:29]=[CH:30][C:21]2=3)=[O:19])[CH:6]=[CH:7][C:8]=1[CH2:9][N:10]1[CH2:15][CH2:14][N:13]([CH3:16])[CH2:12][CH2:11]1, predict the reactants needed to synthesize it. The reactants are: [F:1][C:2]([F:41])([F:40])[C:3]1[CH:4]=[C:5]([NH:17][C:18]([N:20]2[CH2:26][CH2:25][CH2:24][CH2:23][C:22]3[CH:27]=[C:28]([O:31][C:32]4[CH:37]=[C:36](Cl)[N:35]=[C:34]([NH2:39])[N:33]=4)[CH:29]=[CH:30][C:21]2=3)=[O:19])[CH:6]=[CH:7][C:8]=1[CH2:9][N:10]1[CH2:15][CH2:14][N:13]([CH3:16])[CH2:12][CH2:11]1. (2) Given the product [OH:91][CH:90]1[C:92]2[C:19](=[CH:20][CH:21]=[CH:22][CH:23]=2)[C:18](=[O:17])[O:96]1, predict the reactants needed to synthesize it. The reactants are: NCC1C=C(NC([O:17][CH2:18][CH2:19][C:20]2C=C[C:23](C(NC3C=C4C(=CC=3)C(N(C(OC(C)(C)C)=O)C(OC(C)(C)C)=O)=NC=C4)C(O)=O)=[CH:22][C:21]=2C)=O)C=CC=1S(CC)(=O)=O.C1CN([P+](ON2N=NC3C=CC=CC2=3)(N2CCCC2)N2CCCC2)CC1.F[P-](F)(F)(F)(F)F.[C:90]([OH:96])([C:92](F)(F)F)=[O:91]. (3) Given the product [F:1][C:2]1[CH:7]=[CH:6][CH:5]=[C:4]([F:8])[C:3]=1[N:9]1[C:14]2[N:15]=[C:16]([NH:36][CH2:35][CH2:34][C:33]#[N:32])[N:17]=[C:18]([C:19]3[CH:24]=[CH:23][C:22]([F:25])=[CH:21][C:20]=3[CH3:26])[C:13]=2[CH:12]=[CH:11][C:10]1=[O:31], predict the reactants needed to synthesize it. The reactants are: [F:1][C:2]1[CH:7]=[CH:6][CH:5]=[C:4]([F:8])[C:3]=1[N:9]1[C:14]2[N:15]=[C:16](S(C)(=O)=O)[N:17]=[C:18]([C:19]3[CH:24]=[CH:23][C:22]([F:25])=[CH:21][C:20]=3[CH3:26])[C:13]=2[CH:12]=[CH:11][C:10]1=[O:31].[NH2:32][CH2:33][CH2:34][C:35]#[N:36]. (4) Given the product [I:12][CH2:2][CH2:3][C:4]1[CH:9]=[CH:8][C:7]([CH2:10][OH:11])=[CH:6][CH:5]=1, predict the reactants needed to synthesize it. The reactants are: Cl[CH2:2][CH2:3][C:4]1[CH:9]=[CH:8][C:7]([CH2:10][OH:11])=[CH:6][CH:5]=1.[I-:12].[Na+]. (5) Given the product [CH:1]([C:3]1[CH:8]=[CH:7][C:6]([S:9]([NH:34][CH2:33][CH2:32][C:22]2[N:23]=[C:24]([C:26]3[CH:31]=[CH:30][CH:29]=[CH:28][CH:27]=3)[NH:25][C:21]=2[C:18]2[CH:19]=[CH:20][C:15]([O:14][CH3:13])=[CH:16][CH:17]=2)(=[O:11])=[O:10])=[CH:5][CH:4]=1)=[O:2], predict the reactants needed to synthesize it. The reactants are: [CH:1]([C:3]1[CH:8]=[CH:7][C:6]([S:9](Cl)(=[O:11])=[O:10])=[CH:5][CH:4]=1)=[O:2].[CH3:13][O:14][C:15]1[CH:20]=[CH:19][C:18]([C:21]2[NH:25][C:24]([C:26]3[CH:31]=[CH:30][CH:29]=[CH:28][CH:27]=3)=[N:23][C:22]=2[CH2:32][CH2:33][NH:34]S(C2C=CC(CNCCN3CCCC3)=CC=2)(=O)=O)=[CH:17][CH:16]=1. (6) Given the product [CH:1]([C:4]1[CH:5]=[CH:6][C:7]([C:10]2[S:14][CH:13]=[C:12]([C:15]3[CH:16]=[C:17]([CH:23]=[CH:24][CH:25]=3)[C:18]([OH:20])=[O:19])[CH:11]=2)=[CH:8][CH:9]=1)([CH3:3])[CH3:2], predict the reactants needed to synthesize it. The reactants are: [CH:1]([C:4]1[CH:9]=[CH:8][C:7]([C:10]2[S:14][CH:13]=[C:12]([C:15]3[CH:16]=[C:17]([CH:23]=[CH:24][CH:25]=3)[C:18]([O:20]CC)=[O:19])[CH:11]=2)=[CH:6][CH:5]=1)([CH3:3])[CH3:2].O[Li].O.Cl. (7) The reactants are: CC(OI1(OC(C)=O)(OC(C)=O)OC(=O)C2C=CC=CC1=2)=O.[CH:23]1[C:35]2[CH:34]([CH2:36][O:37][C:38]([N:40]3[CH:44]=[CH:43][C:42]([NH:45][C:46](=[O:70])[CH:47]([C:49]4([NH:53][C:54](=[O:69])[CH:55]([NH:63][C:64]([O:66][CH2:67][CH3:68])=[O:65])[CH2:56][C:57]5([F:62])[CH2:61][CH2:60][CH2:59][CH2:58]5)[CH2:52][CH2:51][CH2:50]4)[OH:48])=[N:41]3)=[O:39])[C:33]3[C:28](=[CH:29][CH:30]=[CH:31][CH:32]=3)[C:27]=2[CH:26]=[CH:25][CH:24]=1. Given the product [CH:23]1[C:35]2[CH:34]([CH2:36][O:37][C:38]([N:40]3[CH:44]=[CH:43][C:42]([NH:45][C:46](=[O:70])[C:47]([C:49]4([NH:53][C:54](=[O:69])[CH:55]([NH:63][C:64]([O:66][CH2:67][CH3:68])=[O:65])[CH2:56][C:57]5([F:62])[CH2:61][CH2:60][CH2:59][CH2:58]5)[CH2:50][CH2:51][CH2:52]4)=[O:48])=[N:41]3)=[O:39])[C:33]3[C:28](=[CH:29][CH:30]=[CH:31][CH:32]=3)[C:27]=2[CH:26]=[CH:25][CH:24]=1, predict the reactants needed to synthesize it.